This data is from Catalyst prediction with 721,799 reactions and 888 catalyst types from USPTO. The task is: Predict which catalyst facilitates the given reaction. (1) The catalyst class is: 3. Product: [CH3:30][O:31][N:32]([CH3:33])[C:7]([C:3]1[N:4]=[CH:5][O:6][C:2]=1[CH3:1])=[O:9]. Reactant: [CH3:1][C:2]1[O:6][CH:5]=[N:4][C:3]=1[C:7]([OH:9])=O.C1N=CN(C(N2C=NC=C2)=O)C=1.C(N(CC)CC)C.Cl.[CH3:30][O:31][NH:32][CH3:33]. (2) Reactant: [N+:1]([O-:4])([O-])=[O:2].[K+].[NH:6]1[CH2:11][CH2:10][C:9]2([C:20]3[C:15](=[CH:16][CH:17]=[CH:18][CH:19]=3)[NH:14][CH2:13][CH2:12]2)[CH2:8][CH2:7]1.[OH-].[Na+].CC(OC(OC(OC(C)(C)C)=O)=O)(C)C. Product: [N+:1]([C:17]1[CH:16]=[C:15]2[C:20]([C:9]3([CH2:10][CH2:11][NH:6][CH2:7][CH2:8]3)[CH:12]=[CH:13][NH:14]2)=[CH:19][CH:18]=1)([O-:4])=[O:2]. The catalyst class is: 82. (3) Reactant: [NH2:1][C:2]1[CH:20]=[CH:19][C:5]([O:6][C:7]2[N:12]=[CH:11][N:10]=[C:9]([NH:13][C:14]([CH:16]3[CH2:18][CH2:17]3)=[O:15])[CH:8]=2)=[CH:4][C:3]=1[CH3:21].[Cl:22][C:23]1[CH:28]=[CH:27][C:26]([N:29]=[C:30]=[O:31])=[CH:25][C:24]=1[C:32]([F:35])([F:34])[F:33]. Product: [Cl:22][C:23]1[CH:28]=[CH:27][C:26]([NH:29][C:30]([NH:1][C:2]2[CH:20]=[CH:19][C:5]([O:6][C:7]3[N:12]=[CH:11][N:10]=[C:9]([NH:13][C:14]([CH:16]4[CH2:17][CH2:18]4)=[O:15])[CH:8]=3)=[CH:4][C:3]=2[CH3:21])=[O:31])=[CH:25][C:24]=1[C:32]([F:33])([F:34])[F:35]. The catalyst class is: 217. (4) Reactant: [CH3:1][C:2]([Si:5]([CH3:18])([CH3:17])[O:6][CH2:7][CH2:8][CH2:9][CH:10]([C:12]1[CH:16]=[CH:15][S:14][CH:13]=1)[OH:11])([CH3:4])[CH3:3].O[C:20]1[CH:27]=[C:26]([Cl:28])[CH:25]=[CH:24][C:21]=1[C:22]#[N:23].C1(P(C2C=CC=CC=2)C2C=CC=CC=2)C=CC=CC=1.N(C(OCC)=O)=NC(OCC)=O. Product: [Cl:28][C:26]1[CH:27]=[CH:20][C:21]([C:22]#[N:23])=[C:24]([O:11][CH:10]([C:12]2[CH:16]=[CH:15][S:14][CH:13]=2)[CH2:9][CH2:8][CH2:7][O:6][Si:5]([C:2]([CH3:1])([CH3:3])[CH3:4])([CH3:17])[CH3:18])[CH:25]=1. The catalyst class is: 7.